This data is from Reaction yield outcomes from USPTO patents with 853,638 reactions. The task is: Predict the reaction yield, written as a fraction of the theoretical maximum amount of product (1.0 means a 100% yield; for example, 0.34 means a 34% yield). (1) The reactants are [CH2:1]([O:3][C:4]1[CH:9]=[CH:8][CH:7]=[CH:6][C:5]=1[C:10]1[CH:15]=[CH:14][C:13]([NH2:16])=[CH:12][C:11]=1[N+:17]([O-:19])=[O:18])[CH3:2].[CH3:20][C:21]([O:24][C:25](O[C:25]([O:24][C:21]([CH3:23])([CH3:22])[CH3:20])=[O:26])=[O:26])([CH3:23])[CH3:22]. No catalyst specified. The product is [C:21]([O:24][C:25](=[O:26])[NH:16][C:13]1[CH:14]=[CH:15][C:10]([C:5]2[CH:6]=[CH:7][CH:8]=[CH:9][C:4]=2[O:3][CH2:1][CH3:2])=[C:11]([N+:17]([O-:19])=[O:18])[CH:12]=1)([CH3:23])([CH3:22])[CH3:20]. The yield is 0.830. (2) The reactants are O[CH2:2][C:3]1[CH:4]=[CH:5][C:6]([O:11][C:12]2[CH:17]=[CH:16][CH:15]=[C:14]([C:18]([F:21])([F:20])[F:19])[CH:13]=2)=[C:7]([CH:10]=1)[C:8]#[N:9].S(Cl)([Cl:24])=O. The catalyst is C(Cl)Cl. The product is [Cl:24][CH2:2][C:3]1[CH:4]=[CH:5][C:6]([O:11][C:12]2[CH:17]=[CH:16][CH:15]=[C:14]([C:18]([F:21])([F:20])[F:19])[CH:13]=2)=[C:7]([CH:10]=1)[C:8]#[N:9]. The yield is 0.940. (3) The reactants are [CH3:1][O:2][C:3](=[O:11])[CH2:4][CH2:5][CH2:6][C:7]#[C:8][CH2:9]O.C1(P(C2C=CC=CC=2)C2C=CC=CC=2)C=CC=CC=1.N1C=CN=C1.[I:36]I. The catalyst is ClCCl. The product is [CH3:1][O:2][C:3](=[O:11])[CH2:4][CH2:5][CH2:6][C:7]#[C:8][CH2:9][I:36]. The yield is 0.830.